Dataset: Catalyst prediction with 721,799 reactions and 888 catalyst types from USPTO. Task: Predict which catalyst facilitates the given reaction. Reactant: [F:1][C:2]([F:27])([C:20]1[CH:25]=[CH:24][C:23]([F:26])=[CH:22][CH:21]=1)[CH2:3][N:4]1[CH2:9][CH2:8][CH:7]([NH:10][C:11]2[C:12]3[CH:19]=[CH:18][NH:17][C:13]=3[N:14]=[CH:15][N:16]=2)[CH2:6][CH2:5]1.[ClH:28]. Product: [ClH:28].[F:27][C:2]([F:1])([C:20]1[CH:25]=[CH:24][C:23]([F:26])=[CH:22][CH:21]=1)[CH2:3][N:4]1[CH2:9][CH2:8][CH:7]([NH:10][C:11]2[C:12]3[CH:19]=[CH:18][NH:17][C:13]=3[N:14]=[CH:15][N:16]=2)[CH2:6][CH2:5]1. The catalyst class is: 5.